This data is from Forward reaction prediction with 1.9M reactions from USPTO patents (1976-2016). The task is: Predict the product of the given reaction. (1) The product is: [N+:8]([C:5]1[N:6]=[CH:7][C:2]([N:18]2[CH:11]3[CH2:17][CH2:16][CH:15]2[CH2:14][N:13]([C:19]([O:21][C:22]([CH3:25])([CH3:24])[CH3:23])=[O:20])[CH2:12]3)=[CH:3][CH:4]=1)([O-:10])=[O:9]. Given the reactants Br[C:2]1[CH:3]=[CH:4][C:5]([N+:8]([O-:10])=[O:9])=[N:6][CH:7]=1.[CH:11]12[NH:18][CH:15]([CH2:16][CH2:17]1)[CH2:14][N:13]([C:19]([O:21][C:22]([CH3:25])([CH3:24])[CH3:23])=[O:20])[CH2:12]2.C(=O)([O-])[O-].[Cs+].[Cs+], predict the reaction product. (2) Given the reactants [NH2:1][CH:2]1[CH2:7][CH2:6][CH2:5][CH:4]([N:8]([CH2:21][CH3:22])[C:9]2[CH:16]=[CH:15][C:12]([C:13]#[N:14])=[C:11]([C:17]([F:20])([F:19])[F:18])[CH:10]=2)[CH2:3]1.O=[CH:24][CH2:25][NH:26][C:27](=[O:33])[O:28][C:29]([CH3:32])([CH3:31])[CH3:30].S([CH2:44][N+:45]#[C-:46])(C1C=CC(C)=CC=1)(=O)=O.C([O-])([O-])=O.[K+].[K+], predict the reaction product. The product is: [C:13]([C:12]1[CH:15]=[CH:16][C:9]([N:8]([CH2:21][CH3:22])[CH:4]2[CH2:5][CH2:6][CH2:7][CH:2]([N:1]3[C:24]([CH2:25][NH:26][C:27](=[O:33])[O:28][C:29]([CH3:32])([CH3:31])[CH3:30])=[CH:46][N:45]=[CH:44]3)[CH2:3]2)=[CH:10][C:11]=1[C:17]([F:18])([F:19])[F:20])#[N:14].